From a dataset of Buchwald-Hartwig C-N cross coupling reaction yields with 55,370 reactions. Predict the reaction yield, written as a fraction of the theoretical maximum amount of product (1.0 means a 100% yield; for example, 0.34 means a 34% yield). (1) The reactants are CCc1ccc(I)cc1.Cc1ccc(N)cc1.O=S(=O)(O[Pd]1c2ccccc2-c2ccccc2N~1)C(F)(F)F.CC(C)c1cc(C(C)C)c(-c2ccccc2P(C(C)(C)C)C(C)(C)C)c(C(C)C)c1.CCN=P(N=P(N(C)C)(N(C)C)N(C)C)(N(C)C)N(C)C.c1ccc(-c2ccon2)cc1. No catalyst specified. The product is CCc1ccc(Nc2ccc(C)cc2)cc1. The yield is 0.700. (2) The reactants are Ic1ccccn1.Cc1ccc(N)cc1.O=S(=O)(O[Pd]1c2ccccc2-c2ccccc2N~1)C(F)(F)F.CC(C)c1cc(C(C)C)c(-c2ccccc2P(C(C)(C)C)C(C)(C)C)c(C(C)C)c1.CN1CCCN2CCCN=C12.c1ccc(-c2ccon2)cc1. No catalyst specified. The product is Cc1ccc(Nc2ccccn2)cc1. The yield is 0.954. (3) The reactants are COc1ccc(Cl)cc1.Cc1ccc(N)cc1.O=S(=O)(O[Pd]1c2ccccc2-c2ccccc2N~1)C(F)(F)F.CC(C)c1cc(C(C)C)c(-c2ccccc2P(C2CCCCC2)C2CCCCC2)c(C(C)C)c1.CCN=P(N=P(N(C)C)(N(C)C)N(C)C)(N(C)C)N(C)C.COC(=O)c1ccno1. No catalyst specified. The product is COc1ccc(Nc2ccc(C)cc2)cc1. The yield is 0.0147.